From a dataset of hERG potassium channel inhibition data for cardiac toxicity prediction from Karim et al.. Regression/Classification. Given a drug SMILES string, predict its toxicity properties. Task type varies by dataset: regression for continuous values (e.g., LD50, hERG inhibition percentage) or binary classification for toxic/non-toxic outcomes (e.g., AMES mutagenicity, cardiotoxicity, hepatotoxicity). Dataset: herg_karim. (1) The result is 0 (non-blocker). The molecule is CCCc1nc(Nc2cc(NCCN)nnc2C(N)=O)ccc1OC. (2) The molecule is COCCC(=O)N1CCO[C@@H](c2nc(-c3ccc(C(=O)Nc4cc(C(F)(F)F)ccn4)cc3)c3c(N)nccn23)C1. The result is 1 (blocker).